Task: Predict the reaction yield, written as a fraction of the theoretical maximum amount of product (1.0 means a 100% yield; for example, 0.34 means a 34% yield).. Dataset: Reaction yield outcomes from USPTO patents with 853,638 reactions (1) The reactants are [C:1]([O:5][C:6]([N:8]([C:35]([O:37][C:38]([CH3:41])([CH3:40])[CH3:39])=[O:36])[C:9]1[C:18]2[C:13](=[CH:14][C:15]([NH:19][CH:20]([C:24]3[CH:29]=[CH:28][C:27]([CH2:30][CH:31]([OH:34])[CH2:32][CH3:33])=[CH:26][CH:25]=3)[C:21]([OH:23])=O)=[CH:16][CH:17]=2)[CH:12]=[CH:11][N:10]=1)=[O:7])([CH3:4])([CH3:3])[CH3:2].Cl.[C:43]([C:45]1[CH:46]=[C:47]([CH:50]=[CH:51][CH:52]=1)CN)#[N:44].C1CN([P+]([O:69][N:70]2N=NC3C=CC=CC2=3)(N2CCCC2)N2CCCC2)CC1.F[P-](F)(F)(F)(F)F.CN(C=[O:90])C. The catalyst is O. The product is [C:1]([O:5][C:6]([N:8]([C:35]([O:37][C:38]([CH3:41])([CH3:40])[CH3:39])=[O:36])[C:9]1[C:18]2[C:13](=[CH:14][C:15]([NH:19][CH:20]([C:24]3[CH:25]=[CH:26][C:27]([CH2:30][CH:31]([OH:34])[CH2:32][CH3:33])=[CH:28][CH:29]=3)[C:21]([NH:44][CH2:43][C:45]3[CH:52]=[CH:51][CH:50]=[C:47]([N+:70]([O-:69])=[O:90])[CH:46]=3)=[O:23])=[CH:16][CH:17]=2)[CH:12]=[CH:11][N:10]=1)=[O:7])([CH3:2])([CH3:4])[CH3:3]. The yield is 0.630. (2) The reactants are [CH2:1]([N:8]1[CH2:12][CH2:11][N:10]([C:13]2[S:14][C:15]([C:19]([OH:21])=O)=[C:16]([CH3:18])[N:17]=2)[C:9]1=[O:22])[C:2]1[CH:7]=CC=CC=1.CC1N=C(N2CCN(CCC)C2=O)SC=1C(O)=O.[NH2:41][CH2:42][C:43]1[CH:44]=[N:45][CH:46]=[CH:47][CH:48]=1. No catalyst specified. The product is [CH3:18][C:16]1[N:17]=[C:13]([N:10]2[CH2:11][CH2:12][N:8]([CH2:1][CH2:2][CH3:7])[C:9]2=[O:22])[S:14][C:15]=1[C:19]([NH:41][CH2:42][C:43]1[CH:44]=[N:45][CH:46]=[CH:47][CH:48]=1)=[O:21]. The yield is 0.460. (3) The reactants are [CH2:1]([N:8]([CH2:17][C:18]1[CH:23]=[CH:22][CH:21]=[CH:20][CH:19]=1)[C:9]1[CH:10]=[CH:11][C:12]([C:15]#N)=[N:13][CH:14]=1)[C:2]1[CH:7]=[CH:6][CH:5]=[CH:4][CH:3]=1.CC(C[AlH]CC(C)C)C.C1(C)C=CC=CC=1.C1C[O:43]CC1. No catalyst specified. The product is [CH2:1]([N:8]([CH2:17][C:18]1[CH:23]=[CH:22][CH:21]=[CH:20][CH:19]=1)[C:9]1[CH:10]=[CH:11][C:12]([CH:15]=[O:43])=[N:13][CH:14]=1)[C:2]1[CH:7]=[CH:6][CH:5]=[CH:4][CH:3]=1. The yield is 0.690. (4) The reactants are C(NC(C)C)(C)C.C([Li])CCC.[CH2:13]([SnH:17]([CH2:22][CH2:23][CH2:24][CH3:25])[CH2:18][CH2:19][CH2:20][CH3:21])[CH2:14][CH2:15][CH3:16].[CH3:26][O:27][CH2:28]Cl. The catalyst is O.O1CCCC1. The product is [CH2:22]([Sn:17]([CH2:13][CH2:14][CH2:15][CH3:16])([CH2:18][CH2:19][CH2:20][CH3:21])[CH2:26][O:27][CH3:28])[CH2:23][CH2:24][CH3:25]. The yield is 0.860. (5) The reactants are [CH3:1][O:2][C:3]([C:5]1[N:9]=[C:8]([C:10]2[CH:15]=[CH:14][C:13]([O:16]CC3C=CC=CC=3)=[CH:12][N:11]=2)[N:7]([C:24]2[CH:25]=[N:26][C:27]([O:30][CH3:31])=[CH:28][CH:29]=2)[N:6]=1)=[O:4].C(O)(=O)C.C(OCC)(=O)C. The catalyst is [Pd].CO. The product is [CH3:1][O:2][C:3]([C:5]1[N:9]=[C:8]([C:10]2[CH:15]=[CH:14][C:13]([OH:16])=[CH:12][N:11]=2)[N:7]([C:24]2[CH:25]=[N:26][C:27]([O:30][CH3:31])=[CH:28][CH:29]=2)[N:6]=1)=[O:4]. The yield is 0.810. (6) The yield is 0.600. The product is [Cl:1][C:2]1[CH:11]=[C:10]2[C:5]([CH2:6][CH2:7][N:8]([CH3:19])[CH:9]2[C:12]2[CH:13]=[C:14]([CH:17]=[O:18])[S:15][CH:16]=2)=[CH:4][CH:3]=1. The catalyst is C(Cl)Cl. The reactants are [Cl:1][C:2]1[CH:11]=[C:10]2[C:5]([CH2:6][CH2:7][N:8]([CH3:19])[CH:9]2[C:12]2[CH:13]=[C:14]([CH2:17][OH:18])[S:15][CH:16]=2)=[CH:4][CH:3]=1.CC(OI1(OC(C)=O)(OC(C)=O)OC(=O)C2C=CC=CC1=2)=O. (7) The reactants are C(N(C(C)C)CC)(C)C.[CH3:10][S:11]([C:14]1[CH:15]=[C:16]([NH:20][C:21](=[O:29])OC2C=CC=CC=2)[CH:17]=[CH:18][CH:19]=1)(=[O:13])=[O:12].[NH2:30][C:31]1[CH:54]=[CH:53][C:34]([O:35][C:36]2[C:45]3[C:40](=[CH:41][C:42]([O:48][CH2:49][CH2:50][O:51][CH3:52])=[C:43]([C:46]#[N:47])[CH:44]=3)[N:39]=[CH:38][CH:37]=2)=[CH:33][CH:32]=1. No catalyst specified. The product is [C:46]([C:43]1[CH:44]=[C:45]2[C:40](=[CH:41][C:42]=1[O:48][CH2:49][CH2:50][O:51][CH3:52])[N:39]=[CH:38][CH:37]=[C:36]2[O:35][C:34]1[CH:33]=[CH:32][C:31]([NH:30][C:21]([NH:20][C:16]2[CH:17]=[CH:18][CH:19]=[C:14]([S:11]([CH3:10])(=[O:12])=[O:13])[CH:15]=2)=[O:29])=[CH:54][CH:53]=1)#[N:47]. The yield is 0.756.